This data is from NCI-60 drug combinations with 297,098 pairs across 59 cell lines. The task is: Regression. Given two drug SMILES strings and cell line genomic features, predict the synergy score measuring deviation from expected non-interaction effect. (1) Drug 1: CC12CCC(CC1=CCC3C2CCC4(C3CC=C4C5=CN=CC=C5)C)O. Cell line: SW-620. Synergy scores: CSS=-2.06, Synergy_ZIP=0.617, Synergy_Bliss=-2.83, Synergy_Loewe=-9.08, Synergy_HSA=-5.97. Drug 2: C1=NNC2=C1C(=O)NC=N2. (2) Drug 1: CC(C)(C#N)C1=CC(=CC(=C1)CN2C=NC=N2)C(C)(C)C#N. Drug 2: C(CCl)NC(=O)N(CCCl)N=O. Cell line: IGROV1. Synergy scores: CSS=3.72, Synergy_ZIP=-1.34, Synergy_Bliss=-1.33, Synergy_Loewe=-3.24, Synergy_HSA=-3.30.